From a dataset of NCI-60 drug combinations with 297,098 pairs across 59 cell lines. Regression. Given two drug SMILES strings and cell line genomic features, predict the synergy score measuring deviation from expected non-interaction effect. (1) Drug 1: CN1CCC(CC1)COC2=C(C=C3C(=C2)N=CN=C3NC4=C(C=C(C=C4)Br)F)OC. Drug 2: CC12CCC3C(C1CCC2=O)CC(=C)C4=CC(=O)C=CC34C. Cell line: U251. Synergy scores: CSS=39.4, Synergy_ZIP=-0.0261, Synergy_Bliss=-1.45, Synergy_Loewe=-1.97, Synergy_HSA=-0.278. (2) Drug 1: CC12CCC3C(C1CCC2=O)CC(=C)C4=CC(=O)C=CC34C. Drug 2: C#CCC(CC1=CN=C2C(=N1)C(=NC(=N2)N)N)C3=CC=C(C=C3)C(=O)NC(CCC(=O)O)C(=O)O. Cell line: NCIH23. Synergy scores: CSS=56.2, Synergy_ZIP=0.449, Synergy_Bliss=0.235, Synergy_Loewe=-0.476, Synergy_HSA=-1.10. (3) Drug 1: CNC(=O)C1=NC=CC(=C1)OC2=CC=C(C=C2)NC(=O)NC3=CC(=C(C=C3)Cl)C(F)(F)F. Drug 2: C(CN)CNCCSP(=O)(O)O. Cell line: RPMI-8226. Synergy scores: CSS=29.5, Synergy_ZIP=9.49, Synergy_Bliss=7.65, Synergy_Loewe=16.7, Synergy_HSA=4.67. (4) Drug 1: C1=CN(C=N1)CC(O)(P(=O)(O)O)P(=O)(O)O. Drug 2: CC(C)CN1C=NC2=C1C3=CC=CC=C3N=C2N. Cell line: SF-295. Synergy scores: CSS=5.94, Synergy_ZIP=2.77, Synergy_Bliss=5.88, Synergy_Loewe=3.97, Synergy_HSA=4.24.